Dataset: NCI-60 drug combinations with 297,098 pairs across 59 cell lines. Task: Regression. Given two drug SMILES strings and cell line genomic features, predict the synergy score measuring deviation from expected non-interaction effect. (1) Drug 1: C1=CC(=CC=C1CCC2=CNC3=C2C(=O)NC(=N3)N)C(=O)NC(CCC(=O)O)C(=O)O. Drug 2: CC1C(C(CC(O1)OC2CC(CC3=C2C(=C4C(=C3O)C(=O)C5=C(C4=O)C(=CC=C5)OC)O)(C(=O)CO)O)N)O.Cl. Cell line: NCI-H460. Synergy scores: CSS=57.2, Synergy_ZIP=-4.14, Synergy_Bliss=-12.1, Synergy_Loewe=9.10, Synergy_HSA=-2.97. (2) Drug 1: CC1C(C(CC(O1)OC2CC(CC3=C2C(=C4C(=C3O)C(=O)C5=C(C4=O)C(=CC=C5)OC)O)(C(=O)CO)O)N)O.Cl. Drug 2: CC1=CC2C(CCC3(C2CCC3(C(=O)C)OC(=O)C)C)C4(C1=CC(=O)CC4)C. Cell line: NCI-H226. Synergy scores: CSS=1.45, Synergy_ZIP=-1.57, Synergy_Bliss=-2.12, Synergy_Loewe=-2.88, Synergy_HSA=-2.56.